From a dataset of Forward reaction prediction with 1.9M reactions from USPTO patents (1976-2016). Predict the product of the given reaction. (1) Given the reactants C(OC(N1CCC([C:12]2[C:20]3[C:15](=[N:16][CH:17]=[CH:18][CH:19]=3)[N:14]([CH2:21][CH2:22][O:23][CH2:24][CH3:25])[CH:13]=2)CC1)=O)C.[OH-].[K+], predict the reaction product. The product is: [CH2:24]([O:23][CH2:22][CH2:21][N:14]1[C:15]2=[N:16][CH:17]=[CH:18][CH:19]=[C:20]2[C:12]([N:16]2[CH2:17][CH2:18][CH2:19][CH2:20][CH2:15]2)=[CH:13]1)[CH3:25]. (2) Given the reactants C(N(C(C)C)CC)(C)C.C1C=CC2N(O)N=NC=2C=1.Cl.Cl.[Cl:22][CH2:23][CH2:24][CH2:25]/[C:26](=[CH:31]\[C:32]1[CH:37]=[CH:36][C:35]([N:38]2[CH:42]=[C:41]([CH3:43])[N:40]=[CH:39]2)=[C:34]([O:44][CH3:45])[CH:33]=1)/[C:27]([NH:29][NH2:30])=[O:28].[F:46][C:47]1[CH:52]=[CH:51][C:50]([CH2:53][C:54]([OH:56])=[O:55])=[CH:49][CH:48]=1.O.C(=O)(O)[O-].[Na+], predict the reaction product. The product is: [F:46][C:47]1[CH:52]=[CH:51][C:50]([CH2:53][C:54]([NH:30][N:29]2[CH2:23][CH2:24][CH2:25]/[C:26](=[CH:31]\[C:32]3[CH:37]=[CH:36][C:35]([N:38]4[CH:42]=[C:41]([CH3:43])[N:40]=[CH:39]4)=[C:34]([O:44][CH3:45])[CH:33]=3)/[C:27]2=[O:28])=[O:55])=[CH:49][CH:48]=1.[Cl:22][CH2:23][CH2:24][CH2:25]/[C:26](=[CH:31]\[C:32]1[CH:37]=[CH:36][C:35]([N:38]2[CH:42]=[C:41]([CH3:43])[N:40]=[CH:39]2)=[C:34]([O:44][CH3:45])[CH:33]=1)/[C:27]([NH:29][NH:30][C:54](=[O:56])[CH2:53][C:50]1[CH:49]=[CH:48][C:47]([F:46])=[CH:52][CH:51]=1)=[O:28]. (3) Given the reactants CC(C1C=CN=C(C2C=C(C(C)(C)C)C=CN=2)C=1)(C)C.[B:30]1([B:30]2[O:34][C:33]([CH3:36])([CH3:35])[C:32]([CH3:38])([CH3:37])[O:31]2)[O:34][C:33]([CH3:36])([CH3:35])[C:32]([CH3:38])([CH3:37])[O:31]1.[C:39]([C:43]1[CH:48]=[CH:47][CH:46]=[C:45]([C:49]([CH3:52])([CH3:51])[CH3:50])[N:44]=1)([CH3:42])([CH3:41])[CH3:40], predict the reaction product. The product is: [C:39]([C:43]1[CH:48]=[C:47]([B:30]2[O:31][C:32]([CH3:37])([CH3:38])[C:33]([CH3:35])([CH3:36])[O:34]2)[CH:46]=[C:45]([C:49]([CH3:52])([CH3:51])[CH3:50])[N:44]=1)([CH3:42])([CH3:41])[CH3:40]. (4) Given the reactants [C:1]([C:3]1[CH:4]=[C:5]([CH:9]=[CH:10][C:11]=1[CH3:12])[C:6](Cl)=[O:7])#[CH:2].[NH2:13][C:14]1[CH:21]=[CH:20][C:17]([CH:18]=[O:19])=[C:16]([C:22]([F:25])([F:24])[F:23])[CH:15]=1.C(N(CC)CC)C, predict the reaction product. The product is: [C:1]([C:3]1[CH:4]=[C:5]([CH:9]=[CH:10][C:11]=1[CH3:12])[C:6]([NH:13][C:14]1[CH:21]=[CH:20][C:17]([CH:18]=[O:19])=[C:16]([C:22]([F:23])([F:24])[F:25])[CH:15]=1)=[O:7])#[CH:2]. (5) Given the reactants [CH3:1][N:2]1[CH2:7][CH2:6][N:5]([CH2:8][C:9]2[CH:10]=[CH:11][C:12]3[N:16]=[CH:15][N:14]([C:17]4[S:18][C:19]([C:28](O)=[O:29])=[C:20]([C:22]5[CH:27]=[CH:26][CH:25]=[CH:24][CH:23]=5)[N:21]=4)[C:13]=3[CH:31]=2)[CH2:4][CH2:3]1.C[N:33](C(N(C)C)=[N+]1C2C(=NC=CC=2)N=N1)C.F[P-](F)(F)(F)(F)F.[Cl-].[NH4+].C(N(C(C)C)C(C)C)C, predict the reaction product. The product is: [CH3:1][N:2]1[CH2:3][CH2:4][N:5]([CH2:8][C:9]2[CH:10]=[CH:11][C:12]3[N:16]=[CH:15][N:14]([C:17]4[S:18][C:19]([C:28]([NH2:33])=[O:29])=[C:20]([C:22]5[CH:23]=[CH:24][CH:25]=[CH:26][CH:27]=5)[N:21]=4)[C:13]=3[CH:31]=2)[CH2:6][CH2:7]1. (6) Given the reactants [Cl:1][C:2]1[C:40]([Cl:41])=[CH:39][C:5]2[NH:6][C:7]([O:9][CH:10]([C:19]3([C:25]4[CH:30]=[CH:29][C:28]([C:31]5[CH:36]=[CH:35][CH:34]=[C:33]([C:37]#[N:38])[CH:32]=5)=[CH:27][CH:26]=4)[CH2:24][CH2:23][NH:22][CH2:21][CH2:20]3)[CH2:11][O:12][CH2:13][CH2:14][Si:15]([CH3:18])([CH3:17])[CH3:16])=[N:8][C:4]=2[CH:3]=1.[CH2:42]([N:44]=[C:45]=[O:46])[CH3:43].C(N(C(C)C)CC)(C)C, predict the reaction product. The product is: [CH2:42]([NH:44][C:45]([N:22]1[CH2:23][CH2:24][C:19]([C:25]2[CH:30]=[CH:29][C:28]([C:31]3[CH:36]=[CH:35][CH:34]=[C:33]([C:37]#[N:38])[CH:32]=3)=[CH:27][CH:26]=2)([CH:10]([O:9][C:7]2[NH:8][C:4]3[CH:3]=[C:2]([Cl:1])[C:40]([Cl:41])=[CH:39][C:5]=3[N:6]=2)[CH2:11][O:12][CH2:13][CH2:14][Si:15]([CH3:18])([CH3:17])[CH3:16])[CH2:20][CH2:21]1)=[O:46])[CH3:43].